From a dataset of Forward reaction prediction with 1.9M reactions from USPTO patents (1976-2016). Predict the product of the given reaction. Given the reactants [CH2:1]([O:3][C:4](=[O:29])[CH2:5][C:6]1[CH:11]=[CH:10][C:9]([O:12][CH3:13])=[C:8]([O:14][C:15]2[CH:20]=[CH:19][C:18]([NH2:21])=[CH:17][C:16]=2[CH2:22][N:23]2[CH2:27][CH2:26][O:25][C:24]2=[O:28])[CH:7]=1)[CH3:2].[Cl:30][C:31]1[CH:39]=[CH:38][C:34]([C:35](Cl)=[O:36])=[CH:33][CH:32]=1.C(N(CC)CC)C, predict the reaction product. The product is: [CH2:1]([O:3][C:4](=[O:29])[CH2:5][C:6]1[CH:11]=[CH:10][C:9]([O:12][CH3:13])=[C:8]([O:14][C:15]2[CH:20]=[CH:19][C:18]([NH:21][C:35](=[O:36])[C:34]3[CH:38]=[CH:39][C:31]([Cl:30])=[CH:32][CH:33]=3)=[CH:17][C:16]=2[CH2:22][N:23]2[CH2:27][CH2:26][O:25][C:24]2=[O:28])[CH:7]=1)[CH3:2].